This data is from Forward reaction prediction with 1.9M reactions from USPTO patents (1976-2016). The task is: Predict the product of the given reaction. (1) The product is: [C:1]([C:5]1[CH:6]=[C:7]2[C:14](=[O:15])[CH2:13][C:12]3([CH2:16][CH2:17][N:18]([C:35]([C:25]4[CH:24]=[C:23]([O:22][CH3:21])[C:32]5[C:27](=[C:28]([O:33][CH3:34])[CH:29]=[CH:30][CH:31]=5)[N:26]=4)=[O:36])[CH2:19][CH2:20]3)[O:11][C:8]2=[CH:9][N:10]=1)([CH3:4])([CH3:2])[CH3:3]. Given the reactants [C:1]([C:5]1[CH:6]=[C:7]2[C:14](=[O:15])[CH2:13][C:12]3([CH2:20][CH2:19][NH:18][CH2:17][CH2:16]3)[O:11][C:8]2=[CH:9][N:10]=1)([CH3:4])([CH3:3])[CH3:2].[CH3:21][O:22][C:23]1[C:32]2[C:27](=[C:28]([O:33][CH3:34])[CH:29]=[CH:30][CH:31]=2)[N:26]=[C:25]([C:35](O)=[O:36])[CH:24]=1, predict the reaction product. (2) The product is: [Cl:17][C:18]1[CH:23]=[C:22]([Cl:24])[CH:21]=[CH:20][C:19]=1[C:25]1[N:26]=[C:27]([N:30]2[CH2:31][CH2:32][N:33]([C:9]([NH:8][C:5]3[O:4][N:3]=[C:2]([CH3:1])[C:6]=3[CH3:7])=[O:16])[CH2:34][CH2:35]2)[S:28][CH:29]=1. Given the reactants [CH3:1][C:2]1[C:6]([CH3:7])=[C:5]([NH:8][C:9](=[O:16])OCC(Cl)(Cl)Cl)[O:4][N:3]=1.[Cl:17][C:18]1[CH:23]=[C:22]([Cl:24])[CH:21]=[CH:20][C:19]=1[C:25]1[N:26]=[C:27]([N:30]2[CH2:35][CH2:34][NH:33][CH2:32][CH2:31]2)[S:28][CH:29]=1.C(N(C(C)C)CC)(C)C.O, predict the reaction product. (3) Given the reactants [CH3:1][O:2][C:3]([C:5]1[S:6][C:7]([Br:11])=[CH:8][C:9]=1[NH2:10])=[O:4].CO[C:14]([CH3:16])=[CH2:15].CC(O)=O.[BH-](OC(C)=O)(OC(C)=O)OC(C)=O.[Na+], predict the reaction product. The product is: [CH3:1][O:2][C:3]([C:5]1[S:6][C:7]([Br:11])=[CH:8][C:9]=1[NH:10][CH:14]([CH3:16])[CH3:15])=[O:4]. (4) Given the reactants [Br:1][C:2]1[CH:7]=[CH:6][C:5]([CH:8]([NH2:10])[CH3:9])=[CH:4][CH:3]=1.[C:11](O[C:11]([O:13][C:14]([CH3:17])([CH3:16])[CH3:15])=[O:12])([O:13][C:14]([CH3:17])([CH3:16])[CH3:15])=[O:12], predict the reaction product. The product is: [Br:1][C:2]1[CH:7]=[CH:6][C:5]([CH:8]([NH:10][C:11](=[O:12])[O:13][C:14]([CH3:17])([CH3:16])[CH3:15])[CH3:9])=[CH:4][CH:3]=1. (5) Given the reactants [F:1][C:2]1[C:7]([F:8])=[CH:6][CH:5]=[CH:4][C:3]=1[C:9]1[N:17]=[C:12]2[CH:13]=[N:14][NH:15][CH:16]=[C:11]2[N:10]=1.[CH2:18]([O:21][C:22](=[O:40])[C:23]1[CH:28]=[C:27]([C:29]2[CH:33]=[C:32]([CH2:34]Cl)[O:31][N:30]=2)[CH:26]=[CH:25][C:24]=1[O:36][CH2:37][CH2:38][CH3:39])[CH2:19][CH3:20], predict the reaction product. The product is: [CH2:18]([O:21][C:22](=[O:40])[C:23]1[CH:28]=[C:27]([C:29]2[CH:33]=[C:32]([CH2:34][N:14]3[CH:13]=[C:12]4[N:17]=[C:9]([C:3]5[CH:4]=[CH:5][CH:6]=[C:7]([F:8])[C:2]=5[F:1])[N:10]=[C:11]4[CH:16]=[N:15]3)[O:31][N:30]=2)[CH:26]=[CH:25][C:24]=1[O:36][CH2:37][CH2:38][CH3:39])[CH2:19][CH3:20]. (6) Given the reactants [NH2:1][C:2]1[CH:20]=[CH:19][C:5]([O:6][C:7]2[CH:12]=[CH:11][N:10]=[C:9]3[NH:13][CH:14]=[C:15]([CH2:16][CH2:17][OH:18])[C:8]=23)=[C:4]([F:21])[CH:3]=1.[Cl:22][C:23]1[CH:28]=[C:27](Cl)[N:26]=[C:25]([NH2:30])[N:24]=1.Cl.[OH-].[Na+], predict the reaction product. The product is: [NH2:30][C:25]1[N:26]=[C:27]([NH:1][C:2]2[CH:20]=[CH:19][C:5]([O:6][C:7]3[CH:12]=[CH:11][N:10]=[C:9]4[NH:13][CH:14]=[C:15]([CH2:16][CH2:17][OH:18])[C:8]=34)=[C:4]([F:21])[CH:3]=2)[CH:28]=[C:23]([Cl:22])[N:24]=1.